From a dataset of Reaction yield outcomes from USPTO patents with 853,638 reactions. Predict the reaction yield, written as a fraction of the theoretical maximum amount of product (1.0 means a 100% yield; for example, 0.34 means a 34% yield). The product is [CH3:1][O:2][C:3]([C:5]1[S:9][C:8]2[CH:10]=[C:11]([CH2:6][C:7]3[CH:13]=[CH:12][CH:11]=[CH:10][CH:8]=3)[CH:12]=[CH:13][C:7]=2[C:6]=1[O:15][CH2:16][C:17]([O:19][C:20]([CH3:23])([CH3:22])[CH3:21])=[O:18])=[O:4]. The catalyst is CC([O-])=O.CC([O-])=O.[Pd+2].C1(P(C2CCCCC2)C2C=CC=CC=2C2C=CC=CC=2)CCCCC1.C1COCC1. The reactants are [CH3:1][O:2][C:3]([C:5]1[S:9][C:8]2[CH:10]=[C:11](Cl)[CH:12]=[CH:13][C:7]=2[C:6]=1[O:15][CH2:16][C:17]([O:19][C:20]([CH3:23])([CH3:22])[CH3:21])=[O:18])=[O:4].[F-].[K+]. The yield is 0.910.